From a dataset of Forward reaction prediction with 1.9M reactions from USPTO patents (1976-2016). Predict the product of the given reaction. (1) Given the reactants [OH:1][C:2]1[C:6]([OH:7])=[CH:5][S:4][CH:3]=1.[C:8](=O)(OC)[O:9]C, predict the reaction product. The product is: [O:1]1[C:2]2=[CH:3][S:4][CH:5]=[C:6]2[O:7][C:8]1=[O:9]. (2) Given the reactants [C:1]([C:3]1[C:4]([C:9]2[CH:14]=[CH:13][CH:12]=[CH:11][CH:10]=2)=[N:5][O:6][C:7]=1[CH3:8])#[CH:2].I[C:16]1[N:17]([CH3:27])[C:18]([C:21]2[CH:26]=[CH:25][CH:24]=[CH:23][CH:22]=2)=[CH:19][N:20]=1, predict the reaction product. The product is: [CH3:8][C:7]1[O:6][N:5]=[C:4]([C:9]2[CH:14]=[CH:13][CH:12]=[CH:11][CH:10]=2)[C:3]=1[C:1]#[C:2][C:16]1[N:17]([CH3:27])[C:18]([C:21]2[CH:26]=[CH:25][CH:24]=[CH:23][CH:22]=2)=[CH:19][N:20]=1. (3) The product is: [CH3:20][O:21][C:22]1[CH:27]=[C:26]([CH2:28][C:11](=[O:13])[C:10]([O:17][CH2:18][CH3:19])=[O:16])[C:25]([N+:29]([O-:31])=[O:30])=[CH:24][N:23]=1. Given the reactants C(O)C.CC([O-])(C)C.[K+].[C:10]([O:17][CH2:18][CH3:19])(=[O:16])[C:11]([O:13]CC)=O.[CH3:20][O:21][C:22]1[CH:27]=[C:26]([CH3:28])[C:25]([N+:29]([O-:31])=[O:30])=[CH:24][N:23]=1, predict the reaction product. (4) Given the reactants C([BH3-])#N.[Na+].O=[C:6]1[CH2:11][CH2:10][N:9]([C:12]([O:14][C:15]([CH3:18])([CH3:17])[CH3:16])=[O:13])[CH2:8][CH2:7]1.[F:19][C:20]1[CH:26]=[CH:25][C:23]([NH2:24])=[CH:22][CH:21]=1.C(O)(=O)C.C(=O)([O-])O.[Na+], predict the reaction product. The product is: [F:19][C:20]1[CH:26]=[CH:25][C:23]([NH:24][CH:6]2[CH2:11][CH2:10][N:9]([C:12]([O:14][C:15]([CH3:18])([CH3:17])[CH3:16])=[O:13])[CH2:8][CH2:7]2)=[CH:22][CH:21]=1.